From a dataset of Catalyst prediction with 721,799 reactions and 888 catalyst types from USPTO. Predict which catalyst facilitates the given reaction. (1) Reactant: [F:1][C:2]1[CH:7]=[CH:6][C:5]([C:8]2[CH:13]=[CH:12][N:11]=[C:10]([CH3:14])[CH:9]=2)=[CH:4][CH:3]=1.ClC1C=CC=C(C(OO)=[O:23])C=1.C(=O)(O)[O-].[Na+]. Product: [F:1][C:2]1[CH:3]=[CH:4][C:5]([C:8]2[CH:13]=[CH:12][N+:11]([O-:23])=[C:10]([CH3:14])[CH:9]=2)=[CH:6][CH:7]=1. The catalyst class is: 2. (2) Reactant: [C:1]([O:5][C:6]([N:8]1[CH2:13][CH2:12][CH:11]([N:14]([CH3:26])[C:15]2[CH:20]=[C:19]([Cl:21])[N:18]=[C:17]([C:22](O)=[O:23])[C:16]=2[Cl:25])[CH2:10][CH2:9]1)=[O:7])([CH3:4])([CH3:3])[CH3:2].CCN(C(C)C)C(C)C.C1CN([P+](ON2N=NC3C=CC=CC2=3)(N2CCCC2)N2CCCC2)CC1.F[P-](F)(F)(F)(F)F.[NH2:69][CH2:70][C:71]1[C:72](=[O:79])[NH:73][C:74]([CH3:78])=[CH:75][C:76]=1[CH3:77]. Product: [Cl:25][C:16]1[C:17]([C:22](=[O:23])[NH:69][CH2:70][C:71]2[C:72](=[O:79])[NH:73][C:74]([CH3:78])=[CH:75][C:76]=2[CH3:77])=[N:18][C:19]([Cl:21])=[CH:20][C:15]=1[N:14]([CH3:26])[CH:11]1[CH2:12][CH2:13][N:8]([C:6]([O:5][C:1]([CH3:4])([CH3:2])[CH3:3])=[O:7])[CH2:9][CH2:10]1. The catalyst class is: 3. (3) Reactant: [CH3:1][CH:2]([CH3:15])[CH2:3][CH2:4][CH2:5][S:6]([C:9]1[CH:14]=[CH:13][CH:12]=[CH:11][CH:10]=1)(=[O:8])=[O:7].C([Li])CCC.[CH2:21]([O:28][C:29](=[O:42])[NH:30][CH:31]([CH:39]1[CH2:41][O:40]1)[CH2:32][C:33]1[CH:38]=[CH:37][CH:36]=[CH:35][CH:34]=1)[C:22]1[CH:27]=[CH:26][CH:25]=[CH:24][CH:23]=1. Product: [CH2:21]([O:28][C:29](=[O:42])[NH:30][CH:31]([CH2:32][C:33]1[CH:38]=[CH:37][CH:36]=[CH:35][CH:34]=1)[CH:39]([OH:40])[CH2:41][CH:5]([S:6]([C:9]1[CH:10]=[CH:11][CH:12]=[CH:13][CH:14]=1)(=[O:7])=[O:8])[CH2:4][CH2:3][CH:2]([CH3:15])[CH3:1])[C:22]1[CH:23]=[CH:24][CH:25]=[CH:26][CH:27]=1. The catalyst class is: 7. (4) Reactant: C(OC([N:8]1[CH2:13][CH2:12][CH:11]([CH2:14][S:15][C:16]2[N:17]([C:33]3[CH:38]=[CH:37][C:36]([F:39])=[CH:35][CH:34]=3)[C:18]([C:21]([C:24]3[CH:29]=[CH:28][C:27]([Cl:30])=[C:26]([O:31][CH3:32])[CH:25]=3)([CH3:23])[CH3:22])=[CH:19][N:20]=2)[CH2:10][CH2:9]1)=O)(C)(C)C.C(O)(C(F)(F)F)=O. Product: [Cl:30][C:27]1[CH:28]=[CH:29][C:24]([C:21]([C:18]2[N:17]([C:33]3[CH:34]=[CH:35][C:36]([F:39])=[CH:37][CH:38]=3)[C:16]([S:15][CH2:14][CH:11]3[CH2:12][CH2:13][NH:8][CH2:9][CH2:10]3)=[N:20][CH:19]=2)([CH3:23])[CH3:22])=[CH:25][C:26]=1[O:31][CH3:32]. The catalyst class is: 2. (5) Reactant: Cl[C:2]1[N:3]=[C:4]([N:22]2[CH2:27][CH2:26][O:25][CH2:24][CH2:23]2)[C:5]2[N:10]=[C:9]([CH2:11][N:12]3[CH2:15][CH:14]([N:16]4[CH2:21][CH2:20][O:19][CH2:18][CH2:17]4)[CH2:13]3)[S:8][C:6]=2[N:7]=1.[NH2:28][C:29]1[CH:34]=[CH:33][CH:32]=[CH:31][C:30]=1[NH2:35].C1C=CC(P(C2C(C3C(P(C4C=CC=CC=4)C4C=CC=CC=4)=CC=C4C=3C=CC=C4)=C3C(C=CC=C3)=CC=2)C2C=CC=CC=2)=CC=1.C(=O)([O-])[O-].[Cs+].[Cs+]. Product: [O:25]1[CH2:26][CH2:27][N:22]([C:4]2[C:5]3[N:10]=[C:9]([CH2:11][N:12]4[CH2:15][CH:14]([N:16]5[CH2:21][CH2:20][O:19][CH2:18][CH2:17]5)[CH2:13]4)[S:8][C:6]=3[N:7]=[C:2]([NH:28][C:29]3[C:30]([NH2:35])=[CH:31][CH:32]=[CH:33][CH:34]=3)[N:3]=2)[CH2:23][CH2:24]1. The catalyst class is: 160.